Dataset: NCI-60 drug combinations with 297,098 pairs across 59 cell lines. Task: Regression. Given two drug SMILES strings and cell line genomic features, predict the synergy score measuring deviation from expected non-interaction effect. (1) Drug 1: C1CCC(CC1)NC(=O)N(CCCl)N=O. Drug 2: CCC1(C2=C(COC1=O)C(=O)N3CC4=CC5=C(C=CC(=C5CN(C)C)O)N=C4C3=C2)O.Cl. Cell line: NCI/ADR-RES. Synergy scores: CSS=20.5, Synergy_ZIP=4.38, Synergy_Bliss=7.77, Synergy_Loewe=3.84, Synergy_HSA=6.73. (2) Drug 1: CC1=C(C=C(C=C1)NC2=NC=CC(=N2)N(C)C3=CC4=NN(C(=C4C=C3)C)C)S(=O)(=O)N.Cl. Drug 2: CN1CCC(CC1)COC2=C(C=C3C(=C2)N=CN=C3NC4=C(C=C(C=C4)Br)F)OC. Cell line: SR. Synergy scores: CSS=-1.29, Synergy_ZIP=-1.56, Synergy_Bliss=-4.27, Synergy_Loewe=-4.49, Synergy_HSA=-4.18. (3) Drug 1: CCCCCOC(=O)NC1=NC(=O)N(C=C1F)C2C(C(C(O2)C)O)O. Drug 2: CN(C(=O)NC(C=O)C(C(C(CO)O)O)O)N=O. Cell line: KM12. Synergy scores: CSS=-0.505, Synergy_ZIP=0.0777, Synergy_Bliss=-1.17, Synergy_Loewe=-1.33, Synergy_HSA=-3.01. (4) Synergy scores: CSS=-4.08, Synergy_ZIP=1.74, Synergy_Bliss=-0.127, Synergy_Loewe=-4.86, Synergy_HSA=-4.10. Drug 2: C1C(C(OC1N2C=NC3=C2NC=NCC3O)CO)O. Cell line: UO-31. Drug 1: C#CCC(CC1=CN=C2C(=N1)C(=NC(=N2)N)N)C3=CC=C(C=C3)C(=O)NC(CCC(=O)O)C(=O)O.